This data is from Reaction yield outcomes from USPTO patents with 853,638 reactions. The task is: Predict the reaction yield, written as a fraction of the theoretical maximum amount of product (1.0 means a 100% yield; for example, 0.34 means a 34% yield). (1) The reactants are [CH3:1][N:2]1[CH2:10][C:9]2[C:4](=[CH:5][CH:6]=[C:7]([N+:11]([O-])=O)[CH:8]=2)[C:3]1=[O:14].[H][H]. The catalyst is CO.C(O)C.[Pd]. The product is [NH2:11][C:7]1[CH:8]=[C:9]2[C:4](=[CH:5][CH:6]=1)[C:3](=[O:14])[N:2]([CH3:1])[CH2:10]2. The yield is 0.790. (2) The reactants are [Cl:1][C:2]1[CH:33]=[CH:32][C:5]([CH2:6][NH:7][C:8](=[O:31])[CH2:9][C@@H:10]2[CH2:21][CH:20]=[CH:19][CH2:18][C@H:17]([CH3:22])[C:16](=[O:23])[O:15][C@H:14]([C:24]3[CH:29]=[CH:28][CH:27]=[CH:26][CH:25]=3)[CH2:13][NH:12][C:11]2=[O:30])=[CH:4][CH:3]=1.CC1C=CC(S(NN)(=O)=O)=CC=1.COCCOC.C([O-])(=O)C.[Na+]. The catalyst is O. The product is [Cl:1][C:2]1[CH:3]=[CH:4][C:5]([CH2:6][NH:7][C:8](=[O:31])[CH2:9][C@@H:10]2[CH2:21][CH2:20][CH2:19][CH2:18][C@H:17]([CH3:22])[C:16](=[O:23])[O:15][C@H:14]([C:24]3[CH:25]=[CH:26][CH:27]=[CH:28][CH:29]=3)[CH2:13][NH:12][C:11]2=[O:30])=[CH:32][CH:33]=1. The yield is 0.590. (3) The reactants are FC(F)(F)S(O[C:7]1[CH2:8][C@H:9]2[C:15](=[O:16])[N:14]([CH2:17][O:18][CH2:19][CH2:20][Si:21]([CH3:24])([CH3:23])[CH3:22])[C:13]3[CH:25]=[C:26]([O:31][CH2:32][CH2:33][CH2:34][O:35][C:36]4[C:37]([O:67][CH3:68])=[CH:38][C:39]5[C:45](=[O:46])[N:44]6[CH:47]=[C:48]([C:50]7[CH:55]=[CH:54][C:53]([NH2:56])=[CH:52][CH:51]=7)[CH2:49][C@H:43]6[C:42](=[O:57])[N:41]([CH2:58][O:59][CH2:60][CH2:61][Si:62]([CH3:65])([CH3:64])[CH3:63])[C:40]=5[CH:66]=4)[C:27]([O:29][CH3:30])=[CH:28][C:12]=3[C:11](=[O:69])[N:10]2[CH:70]=1)(=O)=O.[OH2:73]. The catalyst is C(O)C.C1(C)C=CC=CC=1.C1C=CC([P]([Pd]([P](C2C=CC=CC=2)(C2C=CC=CC=2)C2C=CC=CC=2)([P](C2C=CC=CC=2)(C2C=CC=CC=2)C2C=CC=CC=2)[P](C2C=CC=CC=2)(C2C=CC=CC=2)C2C=CC=CC=2)(C2C=CC=CC=2)C2C=CC=CC=2)=CC=1. The product is [NH2:56][C:53]1[CH:54]=[CH:55][C:50]([C:48]2[CH2:49][C@@H:43]3[N:44]([CH:47]=2)[C:45](=[O:46])[C:39]2[CH:38]=[C:37]([O:67][CH3:68])[C:36]([O:35][CH2:34][CH2:33][CH2:32][O:31][C:26]4[C:27]([O:29][CH3:30])=[CH:28][C:12]5[C:11](=[O:69])[N:10]6[CH:70]=[C:7]([C:25]7[CH:13]=[CH:12][C:28]8[O:73][CH2:30][O:29][C:27]=8[CH:26]=7)[CH2:8][C@H:9]6[C:15](=[O:16])[N:14]([CH2:17][O:18][CH2:19][CH2:20][Si:21]([CH3:22])([CH3:23])[CH3:24])[C:13]=5[CH:25]=4)=[CH:66][C:40]=2[N:41]([CH2:58][O:59][CH2:60][CH2:61][Si:62]([CH3:64])([CH3:65])[CH3:63])[C:42]3=[O:57])=[CH:51][CH:52]=1. The yield is 0.710. (4) The reactants are Cl[C:2]1[C:7]([N+:8]([O-:10])=[O:9])=[CH:6][CH:5]=[C:4]([Cl:11])[N:3]=1.C([O-])([O-])=O.[Na+].[Na+].[CH3:18][NH2:19].O. The catalyst is CCO. The product is [Cl:11][C:4]1[N:3]=[C:2]([NH:19][CH3:18])[C:7]([N+:8]([O-:10])=[O:9])=[CH:6][CH:5]=1. The yield is 0.557.